This data is from Clinical trial toxicity outcomes and FDA approval status for drugs. The task is: Regression/Classification. Given a drug SMILES string, predict its toxicity properties. Task type varies by dataset: regression for continuous values (e.g., LD50, hERG inhibition percentage) or binary classification for toxic/non-toxic outcomes (e.g., AMES mutagenicity, cardiotoxicity, hepatotoxicity). Dataset: clintox. (1) The molecule is CC1(C)C(C=C(Cl)Cl)C1C(=O)OCc1cccc(Oc2ccccc2)c1. The result is 0 (passed clinical trial). (2) The compound is O=c1[nH]c(=O)n([C@H]2C[C@H](O)[C@@H](CO)O2)cc1F. The result is 0 (passed clinical trial). (3) The drug is N#Cc1ccc(C(c2ccc(C#N)cc2)n2cncn2)cc1. The result is 1 (failed clinical trial for toxicity).